This data is from Forward reaction prediction with 1.9M reactions from USPTO patents (1976-2016). The task is: Predict the product of the given reaction. (1) Given the reactants [C:1]([O:5][C:6]([N:8]1[CH2:12][CH2:11][CH2:10][CH:9]1[C:13]1[NH:17][C:16]2[CH:18]=[C:19]([C:22]#[CH:23])[CH:20]=[CH:21][C:15]=2[N:14]=1)=[O:7])([CH3:4])([CH3:3])[CH3:2].[I:24][C:25]1[CH:30]=[CH:29][C:28](I)=[CH:27][CH:26]=1.C(N(CC)CC)C, predict the reaction product. The product is: [C:1]([O:5][C:6]([N:8]1[CH2:12][CH2:11][CH2:10][CH:9]1[C:13]1[NH:17][C:16]2[CH:18]=[C:19]([C:22]#[C:23][C:28]3[CH:29]=[CH:30][C:25]([I:24])=[CH:26][CH:27]=3)[CH:20]=[CH:21][C:15]=2[N:14]=1)=[O:7])([CH3:4])([CH3:3])[CH3:2]. (2) Given the reactants [F:1][C:2]([F:13])([F:12])[C:3]1[CH:4]=[C:5]2[C:9](=[CH:10][CH:11]=1)[NH:8][CH:7]=[CH:6]2.[CH3:14]I, predict the reaction product. The product is: [CH3:14][N:8]1[C:9]2[C:5](=[CH:4][C:3]([C:2]([F:1])([F:12])[F:13])=[CH:11][CH:10]=2)[CH:6]=[CH:7]1. (3) The product is: [F:30][C:28]1[CH:29]=[C:24]([CH:25]=[C:26]([C:31]([F:34])([F:32])[F:33])[CH:27]=1)[C:23]([NH:22][CH2:21][C:19](=[O:20])[NH:18][CH:16]1[CH2:17][N:14]([CH:10]2[CH2:11][CH2:12][CH:7]([C:1]3[CH:6]=[CH:5][CH:4]=[CH:3][CH:2]=3)[CH2:8][CH2:9]2)[CH2:15]1)=[O:35]. Given the reactants [C:1]1([CH:7]2[CH2:12][CH2:11][C:10](=O)[CH2:9][CH2:8]2)[CH:6]=[CH:5][CH:4]=[CH:3][CH:2]=1.[NH:14]1[CH2:17][CH:16]([NH:18][C:19]([CH2:21][NH:22][C:23](=[O:35])[C:24]2[CH:29]=[C:28]([F:30])[CH:27]=[C:26]([C:31]([F:34])([F:33])[F:32])[CH:25]=2)=[O:20])[CH2:15]1, predict the reaction product. (4) Given the reactants [CH3:1][N:2]1[C:10]2[C:9](=[O:11])[N:8]([CH2:12][CH2:13][O:14][C:15]3[CH:20]=[CH:19][C:18]([CH2:21][CH:22]([O:26][CH2:27][CH3:28])[C:23]([OH:25])=[O:24])=[CH:17][CH:16]=3)[C:7]([CH2:29][CH3:30])=[N:6][C:5]=2[C:4]([CH2:31][CH2:32][CH3:33])=[N:3]1.[CH:34]1([NH:40][CH:41]2[CH2:46][CH2:45][CH2:44][CH2:43][CH2:42]2)[CH2:39][CH2:38][CH2:37][CH2:36][CH2:35]1, predict the reaction product. The product is: [CH:41]1([NH:40][CH:34]2[CH2:35][CH2:36][CH2:37][CH2:38][CH2:39]2)[CH2:42][CH2:43][CH2:44][CH2:45][CH2:46]1.[CH3:1][N:2]1[C:10]2[C:9](=[O:11])[N:8]([CH2:12][CH2:13][O:14][C:15]3[CH:20]=[CH:19][C:18]([CH2:21][CH:22]([O:26][CH2:27][CH3:28])[C:23]([OH:25])=[O:24])=[CH:17][CH:16]=3)[C:7]([CH2:29][CH3:30])=[N:6][C:5]=2[C:4]([CH2:31][CH2:32][CH3:33])=[N:3]1.[CH3:1][N:2]1[C:10]2[C:9](=[O:11])[N:8]([CH2:12][CH2:13][O:14][C:15]3[CH:20]=[CH:19][C:18]([CH2:21][CH:22]([O:26][CH2:27][CH3:28])[C:23]([OH:25])=[O:24])=[CH:17][CH:16]=3)[C:7]([CH2:29][CH3:30])=[N:6][C:5]=2[C:4]([CH2:31][CH2:32][CH3:33])=[N:3]1. (5) Given the reactants [Cl:1][C:2]1[CH:11]=[C:10]([CH3:12])[C:9]2[CH:8]=[C:7]3[O:13][C:14]([CH3:18])([CH3:17])[CH:15]=[CH:16][C:6]3=[CH:5][C:4]=2[N:3]=1.CN1C=CN=C1.Cl[O-].[Na+].S([O-])([O-])(=[O:30])=S.[Na+].[Na+], predict the reaction product. The product is: [Cl:1][C:2]1[CH:11]=[C:10]([CH3:12])[C:9]2[CH:8]=[C:7]3[O:13][C:14]([CH3:18])([CH3:17])[C@H:15]4[O:30][C@H:16]4[C:6]3=[CH:5][C:4]=2[N:3]=1.